This data is from Experimentally validated miRNA-target interactions with 360,000+ pairs, plus equal number of negative samples. The task is: Binary Classification. Given a miRNA mature sequence and a target amino acid sequence, predict their likelihood of interaction. (1) The miRNA is hsa-miR-1305 with sequence UUUUCAACUCUAAUGGGAGAGA. The protein sequence of the target gene is MGPPSSSGFYVSRAVALLLAGLVAALLLALAVLAALYGHCERVPPSELPGLRDLEAESSPPLRQKPTPTPKPSSARELAVTTTPSNWRPPGPWDQLRLPPWLVPLHYDLELWPQLRPDELPAGSLPFTGRVNITVRCTVATSRLLLHSLFQDCERAEVRGPLSPGTGNATVGRVPVDDVWFALDTEYMVLELSEPLKPGSSYELQLSFSGLVKEDLREGLFLNVYTDQGERRALLASQLEPTFARYVFPCFDEPALKATFNITMIHHPSYVALSNMPKLGQSEKEDVNGSKWTVTTFSTT.... Result: 1 (interaction). (2) The miRNA is hsa-miR-3920 with sequence ACUGAUUAUCUUAACUCUCUGA. The protein sequence of the target gene is MGALTFRDVAIEFSLEEWQCLDTEQQNLYRNVMLDNYRNLVFLGIAVSKPDLITCLEQEKEPWNLKTHDMVAKPPVICSHIAQDLWPEQGIKDYFQEVILRQYKKCRHENLLLRKGCKNVDEFKMHKKGYNRHNQCLTTSHSKIFQCDKYVKVFHKFSNSNRHKIRHTSKKPFKCKECGKLFCILSHLAQHKKIHTGEKSYKCEEYGKAFNESSNCTTHKRITEKKPYKCKECGKAFNWFSHFTTHKRIHTGEKPYQCEKCGKFFNQSTNLTTHKRIHTGEKPYKCEECGKAFNQSSNLT.... Result: 1 (interaction).